This data is from Full USPTO retrosynthesis dataset with 1.9M reactions from patents (1976-2016). The task is: Predict the reactants needed to synthesize the given product. (1) Given the product [NH2:6][C:7]1[S:11][C:10]2[C:12]([O:24][CH2:25][CH2:26][N:27]([CH2:28][CH3:29])[CH2:30][CH3:31])=[C:13]([C:16]3[CH:17]=[CH:18][C:19]([O:22][CH3:23])=[CH:20][CH:21]=3)[CH:14]=[CH:15][C:9]=2[C:8]=1[C:32]([O:34][CH2:35][CH3:36])=[O:33], predict the reactants needed to synthesize it. The reactants are: [OH-].[Na+].C([NH:6][C:7]1[S:11][C:10]2[C:12]([O:24][CH2:25][CH2:26][N:27]([CH2:30][CH3:31])[CH2:28][CH3:29])=[C:13]([C:16]3[CH:21]=[CH:20][C:19]([O:22][CH3:23])=[CH:18][CH:17]=3)[CH:14]=[CH:15][C:9]=2[C:8]=1[C:32]([O:34][CH2:35][CH3:36])=[O:33])(=O)C. (2) Given the product [C:2]1([C:20]2[CH:25]=[CH:24][CH:23]=[CH:22][CH:21]=2)[CH:7]=[CH:6][C:5]([C:8]2[S:9][CH:10]=[CH:11][C:12]=2[NH:13][S:14]([CH:17]([CH3:19])[CH3:18])(=[O:16])=[O:15])=[CH:4][CH:3]=1, predict the reactants needed to synthesize it. The reactants are: Br[C:2]1[CH:7]=[CH:6][C:5]([C:8]2[S:9][CH:10]=[CH:11][C:12]=2[NH:13][S:14]([CH:17]([CH3:19])[CH3:18])(=[O:16])=[O:15])=[CH:4][CH:3]=1.[C:20]1(B(O)O)[CH:25]=[CH:24][CH:23]=[CH:22][CH:21]=1.C([O-])([O-])=O.[Na+].[Na+].O. (3) Given the product [CH2:18]([NH:25][S:14]([C:11]([F:13])([F:12])[C:8]([S:7][C:1]1[CH:6]=[CH:5][CH:4]=[CH:3][CH:2]=1)([F:10])[F:9])(=[O:16])=[O:15])[C:19]1[CH:24]=[CH:23][CH:22]=[CH:21][CH:20]=1, predict the reactants needed to synthesize it. The reactants are: [C:1]1([S:7][C:8]([C:11]([S:14](F)(=[O:16])=[O:15])([F:13])[F:12])([F:10])[F:9])[CH:6]=[CH:5][CH:4]=[CH:3][CH:2]=1.[CH2:18]([NH2:25])[C:19]1[CH:24]=[CH:23][CH:22]=[CH:21][CH:20]=1.Cl. (4) Given the product [OH:24][CH:16]([CH2:17][C:18]1[CH:23]=[CH:22][CH:21]=[CH:20][CH:19]=1)[CH2:15][CH2:14][C@H:10]1[CH2:11][CH2:12][CH2:13][C:8](=[O:7])[N:9]1[CH2:25][CH2:26][CH2:27][CH2:28][O:29][CH2:30][C:31]#[N:32], predict the reactants needed to synthesize it. The reactants are: [H-].[Al+3].[Li+].[H-].[H-].[H-].[O:7]=[C:8]1[CH2:13][CH2:12][CH2:11][C@H:10]([CH2:14][CH2:15][C:16](=[O:24])[CH2:17][C:18]2[CH:23]=[CH:22][CH:21]=[CH:20][CH:19]=2)[N:9]1[CH2:25][CH2:26][CH2:27][CH2:28][O:29][CH2:30][C:31]#[N:32].